This data is from Reaction yield outcomes from USPTO patents with 853,638 reactions. The task is: Predict the reaction yield, written as a fraction of the theoretical maximum amount of product (1.0 means a 100% yield; for example, 0.34 means a 34% yield). The reactants are CS(Cl)(=O)=O.O[CH2:7][C@@H:8]([NH:12][C:13](=[O:19])[O:14][C:15]([CH3:18])([CH3:17])[CH3:16])[CH2:9][O:10][CH3:11].CCN(CC)CC.[N-:27]=[N+:28]=[N-:29].[Na+]. The catalyst is C(Cl)Cl.CCOC(C)=O. The product is [N:27]([CH2:7][C@@H:8]([NH:12][C:13](=[O:19])[O:14][C:15]([CH3:18])([CH3:17])[CH3:16])[CH2:9][O:10][CH3:11])=[N+:28]=[N-:29]. The yield is 0.640.